From a dataset of Blood-brain barrier permeability classification from the B3DB database. Regression/Classification. Given a drug SMILES string, predict its absorption, distribution, metabolism, or excretion properties. Task type varies by dataset: regression for continuous measurements (e.g., permeability, clearance, half-life) or binary classification for categorical outcomes (e.g., BBB penetration, CYP inhibition). Dataset: b3db_classification. (1) The molecule is c1cc2ccc3cccc4ccc(c1)c2c34. The result is 1 (penetrates BBB). (2) The molecule is Clc1ccc2c(c1)CCc1cccnc1C2=C1CCNCC1. The result is 0 (does not penetrate BBB).